This data is from Catalyst prediction with 721,799 reactions and 888 catalyst types from USPTO. The task is: Predict which catalyst facilitates the given reaction. (1) Reactant: C(OC(=O)[NH:7][CH:8]1[CH2:13][CH2:12][CH:11]([CH2:14][NH2:15])[CH2:10][CH2:9]1)(C)(C)C.C(N(CC)C(C)C)(C)C.[CH2:26]([O:33][C:34](Cl)=[O:35])[C:27]1[CH:32]=[CH:31][CH:30]=[CH:29][CH:28]=1.C(O)(C(F)(F)F)=O. Product: [CH2:26]([O:33][C:34](=[O:35])[NH:15][CH2:14][CH:11]1[CH2:10][CH2:9][CH:8]([NH2:7])[CH2:13][CH2:12]1)[C:27]1[CH:32]=[CH:31][CH:30]=[CH:29][CH:28]=1. The catalyst class is: 2. (2) Reactant: [NH2:1][C:2]([NH2:4])=[S:3].[Br:5][CH2:6][CH2:7][CH2:8][CH2:9][CH2:10][CH3:11]. Product: [BrH:5].[CH2:6]([S:3][C:2](=[NH:4])[NH2:1])[CH2:7][CH2:8][CH2:9][CH2:10][CH3:11]. The catalyst class is: 8. (3) Reactant: [OH:1][CH2:2][CH:3]([NH:13][CH:14]([CH:22]([CH3:24])[CH3:23])[C:15]([O:17][C:18]([CH3:21])([CH3:20])[CH3:19])=[O:16])[CH2:4][C:5]1[CH:10]=[CH:9][C:8]([O:11][CH3:12])=[CH:7][CH:6]=1.N1C=CC=CC=1.[S:31](Cl)(Cl)=[O:32]. Product: [CH3:12][O:11][C:8]1[CH:9]=[CH:10][C:5]([CH2:4][CH:3]2[CH2:2][O:1][S:31](=[O:32])[N:13]2[CH:14]([CH:22]([CH3:24])[CH3:23])[C:15]([O:17][C:18]([CH3:19])([CH3:21])[CH3:20])=[O:16])=[CH:6][CH:7]=1. The catalyst class is: 2. (4) Reactant: [CH:1]1([C:4]2[CH:5]=[C:6]([C:25]([O:27]CC)=[O:26])[C:7](=[O:24])[N:8]3[C:13]=2[C:12]([CH3:14])=[C:11]([C:15]2[CH:20]=[C:19]([Cl:21])[C:18]([NH2:22])=[C:17]([Cl:23])[CH:16]=2)[CH:10]=[CH:9]3)[CH2:3][CH2:2]1.[Li+].[OH-].Cl.C(OCC)(=O)C. Product: [CH:1]1([C:4]2[CH:5]=[C:6]([C:25]([OH:27])=[O:26])[C:7](=[O:24])[N:8]3[C:13]=2[C:12]([CH3:14])=[C:11]([C:15]2[CH:16]=[C:17]([Cl:23])[C:18]([NH2:22])=[C:19]([Cl:21])[CH:20]=2)[CH:10]=[CH:9]3)[CH2:2][CH2:3]1. The catalyst class is: 20. (5) Reactant: [N:1]([CH:4]([C:9]1[CH:14]=[CH:13][C:12]([S:15][CH2:16][CH2:17][CH3:18])=[CH:11][CH:10]=1)[C:5]([CH3:8])([CH3:7])[CH3:6])=[N+]=[N-].C1(P(C2C=CC=CC=2)C2C=CC=CC=2)C=CC=CC=1.O.Cl. Product: [CH3:6][C:5]([CH3:7])([CH3:8])[CH:4]([C:9]1[CH:10]=[CH:11][C:12]([S:15][CH2:16][CH2:17][CH3:18])=[CH:13][CH:14]=1)[NH2:1]. The catalyst class is: 36. (6) Reactant: O=C1C2C(=CC=CC=2)C(=O)[N:3]1[CH2:12][CH2:13][O:14][CH2:15][CH2:16][O:17][CH2:18][CH2:19][O:20][CH2:21][CH2:22][N:23]1[CH2:28][CH2:27][N:26]([C:29]2[N:34]=[C:33]([O:35][CH3:36])[C:32]([S:37][C:38]3[N:43]=[C:42]([NH:44]C(=O)C)[CH:41]=[C:40]([NH:48]C(=O)C)[N:39]=3)=[C:31]([O:52][CH3:53])[N:30]=2)[CH2:25][CH2:24]1.O.NN.[OH-].[Na+]. Product: [NH2:3][CH2:12][CH2:13][O:14][CH2:15][CH2:16][O:17][CH2:18][CH2:19][O:20][CH2:21][CH2:22][N:23]1[CH2:28][CH2:27][N:26]([C:29]2[N:30]=[C:31]([O:52][CH3:53])[C:32]([S:37][C:38]3[N:43]=[C:42]([NH2:44])[CH:41]=[C:40]([NH2:48])[N:39]=3)=[C:33]([O:35][CH3:36])[N:34]=2)[CH2:25][CH2:24]1. The catalyst class is: 5.